This data is from Peptide-MHC class II binding affinity with 134,281 pairs from IEDB. The task is: Regression. Given a peptide amino acid sequence and an MHC pseudo amino acid sequence, predict their binding affinity value. This is MHC class II binding data. (1) The MHC is HLA-DQA10201-DQB10303 with pseudo-sequence HLA-DQA10201-DQB10303. The peptide sequence is IGMTNRATWASHIHL. The binding affinity (normalized) is 0.482. (2) The peptide sequence is RAKDPPAGTRKIMKV. The MHC is DRB1_0801 with pseudo-sequence DRB1_0801. The binding affinity (normalized) is 0.156. (3) The peptide sequence is AFKVAATANNAAPAN. The MHC is DRB1_0701 with pseudo-sequence DRB1_0701. The binding affinity (normalized) is 0.581. (4) The MHC is HLA-DQA10301-DQB10302 with pseudo-sequence HLA-DQA10301-DQB10302. The peptide sequence is ASRELERFAVNPGLL. The binding affinity (normalized) is 0.0653. (5) The peptide sequence is APQLPDDLMIRVIAQ. The MHC is DRB1_1302 with pseudo-sequence DRB1_1302. The binding affinity (normalized) is 0.197. (6) The binding affinity (normalized) is 0.517. The peptide sequence is QPYVLSVASLTSAGQ. The MHC is DRB1_1101 with pseudo-sequence DRB1_1101. (7) The peptide sequence is NYLALLVKYVNGDGD. The MHC is HLA-DQA10104-DQB10503 with pseudo-sequence HLA-DQA10104-DQB10503. The binding affinity (normalized) is 0.121. (8) The peptide sequence is IVACAKFTCAKSMSL. The MHC is DRB1_1101 with pseudo-sequence DRB1_1101. The binding affinity (normalized) is 0.235.